Dataset: Full USPTO retrosynthesis dataset with 1.9M reactions from patents (1976-2016). Task: Predict the reactants needed to synthesize the given product. Given the product [Br:10][C:6]1[CH:7]=[C:8]([F:9])[C:3]([CH2:2][NH:1][C:23](=[O:24])[O:22][C:18]([CH3:21])([CH3:20])[CH3:19])=[N:4][CH:5]=1, predict the reactants needed to synthesize it. The reactants are: [NH2:1][CH2:2][C:3]1[C:8]([F:9])=[CH:7][C:6]([Br:10])=[CH:5][N:4]=1.C(N(CC)CC)C.[C:18]([O:22][C:23](O[C:23]([O:22][C:18]([CH3:21])([CH3:20])[CH3:19])=[O:24])=[O:24])([CH3:21])([CH3:20])[CH3:19].